From a dataset of Full USPTO retrosynthesis dataset with 1.9M reactions from patents (1976-2016). Predict the reactants needed to synthesize the given product. (1) Given the product [CH3:35][C:33]([O:36][C:37]([NH:39][CH2:40][C@H:41]1[CH2:46][CH2:45][C@H:44]([C:47]([N:14]2[CH2:15][C@@H:11]([N:8]3[CH2:9][CH2:10][N:5]([S:2]([CH3:1])(=[O:4])=[O:3])[CH2:6][CH2:7]3)[CH2:12][C@H:13]2[C:16]([NH:18][C:19]2[CH:31]=[CH:30][C:22]([C:23]([O:25][C:26]([CH3:28])([CH3:27])[CH3:29])=[O:24])=[CH:21][CH:20]=2)=[O:17])=[O:48])[CH2:43][CH2:42]1)=[O:38])([CH3:32])[CH3:34], predict the reactants needed to synthesize it. The reactants are: [CH3:1][S:2]([N:5]1[CH2:10][CH2:9][N:8]([C@@H:11]2[CH2:15][NH:14][C@H:13]([C:16]([NH:18][C:19]3[CH:31]=[CH:30][C:22]([C:23]([O:25][C:26]([CH3:29])([CH3:28])[CH3:27])=[O:24])=[CH:21][CH:20]=3)=[O:17])[CH2:12]2)[CH2:7][CH2:6]1)(=[O:4])=[O:3].[CH3:32][C:33]([O:36][C:37]([NH:39][CH2:40][C@H:41]1[CH2:46][CH2:45][C@H:44]([C:47](O)=[O:48])[CH2:43][CH2:42]1)=[O:38])([CH3:35])[CH3:34]. (2) Given the product [CH3:12][O:11][C:3]1[CH:4]=[C:5]([N+:8]([O-:10])=[O:9])[CH:6]=[CH:7][C:2]=1[S:23][CH3:22], predict the reactants needed to synthesize it. The reactants are: I[C:2]1[CH:7]=[CH:6][C:5]([N+:8]([O-:10])=[O:9])=[CH:4][C:3]=1[O:11][CH3:12].CCN(C(C)C)C(C)C.[CH3:22][S-:23].[Na+]. (3) Given the product [Br:30][C:11]1[C:12]([NH2:14])=[CH:13][C:8]2[CH2:7][CH2:6][CH2:5][CH:4]3[CH2:15][C:16]4([CH2:21][CH2:22][C:3]3([CH2:1][CH3:2])[C:9]=2[CH:10]=1)[O:17][CH2:18][CH2:19][O:20]4, predict the reactants needed to synthesize it. The reactants are: [CH2:1]([C:3]12[CH2:22][CH2:21][C:16]3([O:20][CH2:19][CH2:18][O:17]3)[CH2:15][CH:4]1[CH2:5][CH2:6][CH2:7][C:8]1[CH:13]=[C:12]([NH2:14])[CH:11]=[CH:10][C:9]=12)[CH3:2].C1C(=O)N([Br:30])C(=O)C1.C([O-])(O)=O.[Na+].CCOC(C)=O.